Task: Predict the product of the given reaction.. Dataset: Forward reaction prediction with 1.9M reactions from USPTO patents (1976-2016) (1) Given the reactants [C:1]([CH2:3][C:4]1([N:17]2[CH:21]=[C:20]([C:22]3[CH:27]=[CH:26][N:25]=[C:24]4[NH:28][CH:29]=[CH:30][C:23]=34)[CH:19]=[N:18]2)[CH2:7][N:6]([C:8]2[N:9]=[CH:10][C:11]([C:14](O)=[O:15])=[N:12][CH:13]=2)[CH2:5]1)#[N:2].Cl.[CH:32]1([C@H:35]([NH2:40])[C:36]([F:39])([F:38])[F:37])[CH2:34][CH2:33]1.F[P-](F)(F)(F)(F)F.N1(O[P+](N(C)C)(N(C)C)N(C)C)C2C=CC=CC=2N=N1.C(N(CC)CC)C, predict the reaction product. The product is: [C:1]([CH2:3][C:4]1([N:17]2[CH:21]=[C:20]([C:22]3[CH:27]=[CH:26][N:25]=[C:24]4[NH:28][CH:29]=[CH:30][C:23]=34)[CH:19]=[N:18]2)[CH2:5][N:6]([C:8]2[N:9]=[CH:10][C:11]([C:14]([NH:40][C@@H:35]([CH:32]3[CH2:34][CH2:33]3)[C:36]([F:39])([F:38])[F:37])=[O:15])=[N:12][CH:13]=2)[CH2:7]1)#[N:2]. (2) Given the reactants Br[C:2]1[C:10]2[N:9]3[CH2:11][CH2:12][NH:13][C:14](=[O:15])[C:8]3=[C:7]([CH3:16])[C:6]=2[CH:5]=[C:4]([F:17])[CH:3]=1.[CH3:18][C:19]1([CH3:35])[C:23]([CH3:25])([CH3:24])[O:22][B:21]([B:21]2[O:22][C:23]([CH3:25])([CH3:24])[C:19]([CH3:35])([CH3:18])[O:20]2)[O:20]1.C([O-])(=O)C.[K+], predict the reaction product. The product is: [F:17][C:4]1[CH:3]=[C:2]([B:21]2[O:22][C:23]([CH3:25])([CH3:24])[C:19]([CH3:35])([CH3:18])[O:20]2)[C:10]2[N:9]3[CH2:11][CH2:12][NH:13][C:14](=[O:15])[C:8]3=[C:7]([CH3:16])[C:6]=2[CH:5]=1. (3) Given the reactants [F:1][C:2]1[CH:7]=[CH:6][C:5]([C:8]2[C:9]([NH2:20])=[N:10][CH:11]=[N:12][C:13]=2[N:14]2[CH2:19][CH2:18][NH:17][CH2:16][CH2:15]2)=[CH:4][CH:3]=1.[F:21][C:22]([F:32])([F:31])[C:23]1[CH:24]=[C:25]([CH:28]=[CH:29][CH:30]=1)[CH:26]=O.C[Si]([C:37]#[N:38])(C)C, predict the reaction product. The product is: [NH2:20][C:9]1[N:10]=[CH:11][N:12]=[C:13]([N:14]2[CH2:19][CH2:18][N:17]([CH:26]([C:25]3[CH:28]=[CH:29][CH:30]=[C:23]([C:22]([F:32])([F:31])[F:21])[CH:24]=3)[C:37]#[N:38])[CH2:16][CH2:15]2)[C:8]=1[C:5]1[CH:6]=[CH:7][C:2]([F:1])=[CH:3][CH:4]=1.